Dataset: Catalyst prediction with 721,799 reactions and 888 catalyst types from USPTO. Task: Predict which catalyst facilitates the given reaction. (1) Reactant: C[O:2][C:3]([CH:5]1[CH2:9][C:8](=O)[N:7]([CH:11]([C:13]2[CH:18]=[CH:17][CH:16]=[CH:15][CH:14]=2)[CH3:12])[CH2:6]1)=O.[H-].[H-].[H-].[H-].[Li+].[Al+3]. Product: [C:13]1([CH:11]([N:7]2[CH2:8][CH2:9][CH:5]([CH2:3][OH:2])[CH2:6]2)[CH3:12])[CH:14]=[CH:15][CH:16]=[CH:17][CH:18]=1. The catalyst class is: 27. (2) Reactant: [Li]CCCC.C(NC(C)C)(C)C.[CH2:13]([O:15][C:16](=[O:22])[CH2:17][O:18][CH2:19][CH:20]=[CH2:21])[CH3:14].[CH:23]([CH:25]=[CH2:26])=[O:24]. Product: [CH2:13]([O:15][C:16](=[O:22])[CH:17]([O:18][CH2:19][CH:20]=[CH2:21])[CH:23]([OH:24])[CH:25]=[CH2:26])[CH3:14]. The catalyst class is: 1. (3) Reactant: [CH3:1][O:2][C:3]1[CH:4]=[C:5](/[C:11](=[CH:14]/[C:15]2[CH:20]=[CH:19][C:18]([OH:21])=[CH:17][CH:16]=2)/[C:12]#[N:13])[CH:6]=[CH:7][C:8]=1[O:9][CH3:10]. Product: [CH3:1][O:2][C:3]1[CH:4]=[C:5](/[C:11](=[CH:14]\[C:15]2[CH:16]=[CH:17][C:18]([OH:21])=[CH:19][CH:20]=2)/[C:12]#[N:13])[CH:6]=[CH:7][C:8]=1[O:9][CH3:10]. The catalyst class is: 10. (4) Reactant: [OH-].[K+].O.C(O)(C)C.[Cl:8][C:9]1[CH:10]=[C:11]([C:15]2[CH:16]=[C:17]([C:25]([NH:27][C:28]3[C:29]([CH3:39])=[C:30]([CH:35]=[CH:36][C:37]=3[CH3:38])[C:31]([O:33]C)=[O:32])=[O:26])[C:18]3[C:23]([CH:24]=2)=[CH:22][CH:21]=[CH:20][CH:19]=3)[CH:12]=[CH:13][CH:14]=1. Product: [Cl:8][C:9]1[CH:10]=[C:11]([C:15]2[CH:16]=[C:17]([C:25]([NH:27][C:28]3[C:29]([CH3:39])=[C:30]([CH:35]=[CH:36][C:37]=3[CH3:38])[C:31]([OH:33])=[O:32])=[O:26])[C:18]3[C:23]([CH:24]=2)=[CH:22][CH:21]=[CH:20][CH:19]=3)[CH:12]=[CH:13][CH:14]=1. The catalyst class is: 1. (5) Reactant: [OH:1][C:2]1[CH:3]=[C:4]([C:8]2[CH:9]=[C:10]([C:18]([NH:20][C:21]3[CH:22]=[C:23](/[CH:27]=[CH:28]/[C:29]([O:31][CH2:32][CH3:33])=[O:30])[CH:24]=[CH:25][CH:26]=3)=[O:19])[C:11]3[C:16]([CH:17]=2)=[CH:15][CH:14]=[CH:13][CH:12]=3)[CH:5]=[CH:6][CH:7]=1.C[CH2:35][N:36]([CH2:39]C)[CH2:37]C.ClC(OC1C=CC([N+]([O-])=O)=CC=1)=[O:43].Cl.CNC. Product: [CH3:35][N:36]([CH3:39])[C:37]([O:1][C:2]1[CH:3]=[C:4]([C:8]2[CH:9]=[C:10]([C:18]([NH:20][C:21]3[CH:22]=[C:23](/[CH:27]=[CH:28]/[C:29]([O:31][CH2:32][CH3:33])=[O:30])[CH:24]=[CH:25][CH:26]=3)=[O:19])[C:11]3[C:16]([CH:17]=2)=[CH:15][CH:14]=[CH:13][CH:12]=3)[CH:5]=[CH:6][CH:7]=1)=[O:43]. The catalyst class is: 2.